From a dataset of HIV replication inhibition screening data with 41,000+ compounds from the AIDS Antiviral Screen. Binary Classification. Given a drug SMILES string, predict its activity (active/inactive) in a high-throughput screening assay against a specified biological target. (1) The molecule is CC[Pb](CC)(CC)OC(=O)C(F)(F)F. The result is 0 (inactive). (2) The molecule is CC1=C(C(=O)O)N2C(=O)C(NC(=O)C(c3ccccc3)N3CSC(=S)N(C(C)C)C3)C2SC1. The result is 0 (inactive). (3) The drug is CN(C(=O)C12C3C4C5C3C1(C(=O)O)C5C42)C(C)(C)C. The result is 0 (inactive).